The task is: Regression/Classification. Given a drug SMILES string, predict its absorption, distribution, metabolism, or excretion properties. Task type varies by dataset: regression for continuous measurements (e.g., permeability, clearance, half-life) or binary classification for categorical outcomes (e.g., BBB penetration, CYP inhibition). Dataset: cyp3a4_veith.. This data is from CYP3A4 inhibition data for predicting drug metabolism from PubChem BioAssay. The drug is COc1ccc2cc3cc(C(=O)NCCN4CCN(c5ccccc5F)CC4)oc3nc2c1. The result is 1 (inhibitor).